This data is from Catalyst prediction with 721,799 reactions and 888 catalyst types from USPTO. The task is: Predict which catalyst facilitates the given reaction. (1) Reactant: [NH2:1][C:2]1[CH:3]=[CH:4][C:5]2[CH2:9][O:8][B:7]([OH:10])[C:6]=2[CH:11]=1.CN1CCOCC1.[C:19]([C:21]1[CH:26]=[C:25]([N+:27]([O-:29])=[O:28])[CH:24]=[CH:23][C:22]=1[S:30](Cl)(=[O:32])=[O:31])#[N:20]. Product: [C:19]([C:21]1[CH:26]=[C:25]([N+:27]([O-:29])=[O:28])[CH:24]=[CH:23][C:22]=1[S:30]([NH:1][C:2]1[CH:3]=[CH:4][C:5]2[CH2:9][O:8][B:7]([OH:10])[C:6]=2[CH:11]=1)(=[O:32])=[O:31])#[N:20]. The catalyst class is: 23. (2) Reactant: C1(C)C=CC(S([O-])(=O)=O)=CC=1.[CH3:12][C@@H:13]1[C@@H:16]([NH3+:17])[C:15](=[O:18])[NH:14]1.CCN(C(C)C)C(C)C.[CH:28]1([CH2:34][CH2:35][CH2:36][CH2:37][O:38][C:39](N2C=CC=CC2=O)=[O:40])[CH2:33][CH2:32][CH2:31][CH2:30][CH2:29]1. Product: [CH:28]1([CH2:34][CH2:35][CH2:36][CH2:37][O:38][C:39](=[O:40])[NH:17][C@H:16]2[C:15](=[O:18])[NH:14][C@@H:13]2[CH3:12])[CH2:33][CH2:32][CH2:31][CH2:30][CH2:29]1. The catalyst class is: 2. (3) Product: [CH2:1]([O:8][CH:9]1[CH2:14][CH2:13][N:12]([CH2:28][CH2:27][CH2:26][C:25]([O:24][CH2:22][CH3:23])=[O:30])[CH2:11][CH2:10]1)[C:2]1[CH:3]=[CH:4][CH:5]=[CH:6][CH:7]=1. Reactant: [CH2:1]([O:8][CH:9]1[CH2:14][CH2:13][NH:12][CH2:11][CH2:10]1)[C:2]1[CH:7]=[CH:6][CH:5]=[CH:4][CH:3]=1.C(=O)(O)[O-].[Na+].[I-].[K+].[CH2:22]([O:24][C:25](=[O:30])[CH2:26][CH2:27][CH2:28]Cl)[CH3:23]. The catalyst class is: 9. (4) Reactant: C([O:4][C:5]([C:7]1[C:12]([CH2:13][N:14]([CH2:25][C:26]([O:28][CH3:29])=[O:27])S(C2C=CC(C)=CC=2)(=O)=O)=[CH:11][CH:10]=[CH:9][N:8]=1)=O)(C)C.C[O-].[Na+]. Product: [OH:4][C:5]1[C:25]([C:26]([O:28][CH3:29])=[O:27])=[N:14][CH:13]=[C:12]2[C:7]=1[N:8]=[CH:9][CH:10]=[CH:11]2. The catalyst class is: 125. (5) Reactant: [CH3:1][O:2][C:3]1[CH:4]=[C:5]([C:13]2[N:14]=[C:15]([NH2:18])[S:16][CH:17]=2)[CH:6]=[C:7]([C:9]([F:12])([F:11])[F:10])[CH:8]=1.[CH2:19]([O:21][C:22]([CH:24]1[CH2:29][CH2:28][N:27]([C:30]2[N:31]=[CH:32][C:33]([C:36](O)=[O:37])=[N:34][CH:35]=2)[CH2:26][CH2:25]1)=[O:23])[CH3:20].F[B-](F)(F)F.N1(OC(N(C)C)=[N+](C)C)C2C=CC=CC=2N=N1.C(N(C(C)C)CC)(C)C. Product: [CH3:1][O:2][C:3]1[CH:4]=[C:5]([C:13]2[N:14]=[C:15]([NH:18][C:36]([C:33]3[N:34]=[CH:35][C:30]([N:27]4[CH2:28][CH2:29][CH:24]([C:22]([O:21][CH2:19][CH3:20])=[O:23])[CH2:25][CH2:26]4)=[N:31][CH:32]=3)=[O:37])[S:16][CH:17]=2)[CH:6]=[C:7]([C:9]([F:11])([F:12])[F:10])[CH:8]=1. The catalyst class is: 362.